From a dataset of Forward reaction prediction with 1.9M reactions from USPTO patents (1976-2016). Predict the product of the given reaction. (1) The product is: [F:21][C:22]([F:35])([F:34])[S:23]([O:4][CH2:3][C:2]([F:11])([F:1])[C:5]1[CH:6]=[CH:7][CH:8]=[CH:9][CH:10]=1)(=[O:25])=[O:24]. Given the reactants [F:1][C:2]([F:11])([C:5]1[CH:10]=[CH:9][CH:8]=[CH:7][CH:6]=1)[CH2:3][OH:4].C(N(C(C)C)CC)(C)C.[F:21][C:22]([F:35])([F:34])[S:23](O[S:23]([C:22]([F:35])([F:34])[F:21])(=[O:25])=[O:24])(=[O:25])=[O:24], predict the reaction product. (2) Given the reactants Br[C:2]1[CH:15]=[CH:14][C:13]2[O:12][C:11]3[C:6](=[CH:7][C:8]([C:16]4[CH:17]=[N:18][CH:19]=[N:20][CH:21]=4)=[CH:9][CH:10]=3)[C:5]3([CH2:25][S:24][C:23]([NH:26][C:27]([CH3:30])([CH3:29])[CH3:28])=[N:22]3)[C:4]=2[CH:3]=1.[CH3:46][C:41]1([CH3:47])[C:42]([CH3:45])([CH3:44])[O:43][B:39]([B:39]2[O:43][C:42]([CH3:45])([CH3:44])[C:41]([CH3:47])([CH3:46])[O:40]2)[O:40]1.C([O-])(=O)C.[K+].CC(C1C=C(C(C)C)C(C2C=CC=CC=2P(C2CCCCC2)C2CCCCC2)=C(C(C)C)C=1)C.O1CCOCC1, predict the reaction product. The product is: [C:27]([NH:26][C:23]1[S:24][CH2:25][C:5]2([N:22]=1)[C:6]1[CH:7]=[C:8]([C:16]3[CH:17]=[N:18][CH:19]=[N:20][CH:21]=3)[CH:9]=[CH:10][C:11]=1[O:12][C:13]1[C:4]2=[CH:3][C:2]([B:39]2[O:40][C:41]([CH3:46])([CH3:47])[C:42]([CH3:44])([CH3:45])[O:43]2)=[CH:15][CH:14]=1)([CH3:30])([CH3:28])[CH3:29]. (3) The product is: [CH3:8][C:6]1[C:5]2[CH2:9][O:10][C@@H:11]3[C@H:15]([C:4]=2[CH:3]=[C:2]([O:1][S:30]([C:33]([F:36])([F:35])[F:34])(=[O:32])=[O:31])[CH:7]=1)[CH2:14][N:13]([C:16]([O:18][CH2:19][CH3:20])=[O:17])[CH2:12]3. Given the reactants [OH:1][C:2]1[CH:7]=[C:6]([CH3:8])[C:5]2[CH2:9][O:10][C@@H:11]3[C@H:15]([C:4]=2[CH:3]=1)[CH2:14][N:13]([C:16]([O:18][CH2:19][CH3:20])=[O:17])[CH2:12]3.[H-].[Na+].C1C=CC(N([S:30]([C:33]([F:36])([F:35])[F:34])(=[O:32])=[O:31])[S:30]([C:33]([F:36])([F:35])[F:34])(=[O:32])=[O:31])=CC=1, predict the reaction product. (4) Given the reactants [Br:1][C:2]1[CH:7]=[CH:6][C:5]([CH2:8][C:9]([OH:11])=O)=[CH:4][C:3]=1[C:12]([F:15])([F:14])[F:13].[N:16]1[CH:21]=[CH:20][N:19]=[CH:18][C:17]=1[C:22]1[CH:23]=[CH:24][C:25]([NH2:28])=[N:26][CH:27]=1.CN(C(ON1N=NC2C=CC=NC1=2)=[N+](C)C)C.F[P-](F)(F)(F)(F)F, predict the reaction product. The product is: [Br:1][C:2]1[CH:7]=[CH:6][C:5]([CH2:8][C:9]([NH:28][C:25]2[CH:24]=[CH:23][C:22]([C:17]3[CH:18]=[N:19][CH:20]=[CH:21][N:16]=3)=[CH:27][N:26]=2)=[O:11])=[CH:4][C:3]=1[C:12]([F:15])([F:14])[F:13]. (5) Given the reactants [Cl:1][C:2]1[CH:7]=[C:6]([Cl:8])[C:5]([F:9])=[CH:4][C:3]=1[CH:10]([C:12]1[CH:17]=[CH:16][CH:15]=[CH:14][CH:13]=1)[NH2:11].[OH:18][C:19]1[CH:24]=[CH:23][C:22]([CH2:25][C:26](O)=[O:27])=[CH:21][CH:20]=1, predict the reaction product. The product is: [Cl:1][C:2]1[CH:7]=[C:6]([Cl:8])[C:5]([F:9])=[CH:4][C:3]=1[CH:10]([C:12]1[CH:13]=[CH:14][CH:15]=[CH:16][CH:17]=1)[NH:11][C:26](=[O:27])[CH2:25][C:22]1[CH:23]=[CH:24][C:19]([OH:18])=[CH:20][CH:21]=1. (6) Given the reactants [CH3:1][N:2]1[C:6]([C:7]2[C:8]([CH3:17])=[N:9][C:10]([O:15]C)=[C:11]([CH2:13][CH3:14])[CH:12]=2)=[N:5][C:4]([CH3:18])=[N:3]1.[I-].[Na+].Cl[Si](C)(C)C, predict the reaction product. The product is: [CH3:1][N:2]1[C:6]([C:7]2[CH:12]=[C:11]([CH2:13][CH3:14])[C:10](=[O:15])[NH:9][C:8]=2[CH3:17])=[N:5][C:4]([CH3:18])=[N:3]1.